From a dataset of Full USPTO retrosynthesis dataset with 1.9M reactions from patents (1976-2016). Predict the reactants needed to synthesize the given product. (1) Given the product [CH3:32][CH:33]([CH3:36])[C:34]#[C:35][C:2]1[CH:23]=[CH:22][C:5]([C:6]([NH:8][S:9]([C:12]2[CH:17]=[CH:16][CH:15]=[CH:14][C:13]=2[S:18](=[O:21])(=[O:20])[NH2:19])(=[O:11])=[O:10])=[O:7])=[CH:4][C:3]=1[CH2:24][O:25][CH2:26][CH2:27][C:28]([F:31])([F:30])[F:29], predict the reactants needed to synthesize it. The reactants are: Br[C:2]1[CH:23]=[CH:22][C:5]([C:6]([NH:8][S:9]([C:12]2[CH:17]=[CH:16][CH:15]=[CH:14][C:13]=2[S:18](=[O:21])(=[O:20])[NH2:19])(=[O:11])=[O:10])=[O:7])=[CH:4][C:3]=1[CH2:24][O:25][CH2:26][CH2:27][C:28]([F:31])([F:30])[F:29].[CH3:32][CH:33]([CH3:36])[C:34]#[CH:35]. (2) Given the product [CH:1]1([CH:4]([C:10]2[CH:15]=[CH:14][C:13]([O:16][CH3:17])=[C:12]([O:18][CH2:19][C:20]3[CH:25]=[CH:24][C:23]([C:26]4[CH:31]=[C:30]([O:32][CH3:33])[CH:29]=[CH:28][C:27]=4[F:34])=[C:22]([CH2:35][C:36]([CH3:39])([CH3:38])[CH3:37])[N:21]=3)[CH:11]=2)[CH2:5][C:6]([OH:8])=[O:7])[CH2:3][CH2:2]1, predict the reactants needed to synthesize it. The reactants are: [CH:1]1([CH:4]([C:10]2[CH:15]=[CH:14][C:13]([O:16][CH3:17])=[C:12]([O:18][CH2:19][C:20]3[CH:25]=[CH:24][C:23]([C:26]4[CH:31]=[C:30]([O:32][CH3:33])[CH:29]=[CH:28][C:27]=4[F:34])=[C:22]([CH2:35][C:36]([CH3:39])([CH3:38])[CH3:37])[N:21]=3)[CH:11]=2)[CH2:5][C:6]([O:8]C)=[O:7])[CH2:3][CH2:2]1.[OH-].[Na+]. (3) Given the product [Cl:1][C:2]1[C:3](=[O:42])[N:4]([CH2:27][CH2:28][C:29]2[CH:30]=[CH:31][C:32]([C:33]([OH:35])=[O:34])=[CH:40][CH:41]=2)[C:5]([CH2:9][O:10][C:11]2[CH:16]=[CH:15][CH:14]=[C:13]([O:17][CH2:18][CH2:19][OH:20])[CH:12]=2)=[C:6]([Cl:8])[CH:7]=1, predict the reactants needed to synthesize it. The reactants are: [Cl:1][C:2]1[C:3](=[O:42])[N:4]([CH2:27][CH2:28][C:29]2[CH:41]=[CH:40][C:32]([C:33]([O:35]C(C)(C)C)=[O:34])=[CH:31][CH:30]=2)[C:5]([CH2:9][O:10][C:11]2[CH:16]=[CH:15][CH:14]=[C:13]([O:17][CH2:18][CH2:19][O:20]C3CCCCO3)[CH:12]=2)=[C:6]([Cl:8])[CH:7]=1.Cl.O.C(Cl)(Cl)Cl. (4) Given the product [CH3:1][C:2]1[O:6][C:5]([C:7]2[CH:12]=[CH:11][CH:10]=[CH:9][CH:8]=2)=[N:4][C:3]=1[CH2:13][NH:14][CH2:20][C:16]1[S:15][CH:19]=[CH:18][N:17]=1, predict the reactants needed to synthesize it. The reactants are: [CH3:1][C:2]1[O:6][C:5]([C:7]2[CH:12]=[CH:11][CH:10]=[CH:9][CH:8]=2)=[N:4][C:3]=1[CH2:13][NH2:14].[S:15]1[CH:19]=[CH:18][N:17]=[C:16]1[CH:20]=O.